The task is: Predict the reactants needed to synthesize the given product.. This data is from Full USPTO retrosynthesis dataset with 1.9M reactions from patents (1976-2016). (1) Given the product [CH3:1][O:2][CH2:3][C:4]1[CH:9]=[C:8]([C:10]2[O:14][N:13]=[C:12]([C:15]3[CH:16]=[C:17]([CH:21]=[CH:22][CH:23]=3)[C:18]([NH:40][C:37]3([C:35]([O:34][CH2:32][CH3:33])=[O:36])[CH2:39][CH2:38]3)=[O:19])[N:11]=2)[CH:7]=[CH:6][C:5]=1[C:24]1[CH:29]=[CH:28][CH:27]=[CH:26][C:25]=1[CH3:30], predict the reactants needed to synthesize it. The reactants are: [CH3:1][O:2][CH2:3][C:4]1[CH:9]=[C:8]([C:10]2[O:14][N:13]=[C:12]([C:15]3[CH:16]=[C:17]([CH:21]=[CH:22][CH:23]=3)[C:18](Cl)=[O:19])[N:11]=2)[CH:7]=[CH:6][C:5]=1[C:24]1[CH:29]=[CH:28][CH:27]=[CH:26][C:25]=1[CH3:30].Cl.[CH2:32]([O:34][C:35]([C:37]1([NH2:40])[CH2:39][CH2:38]1)=[O:36])[CH3:33]. (2) Given the product [C:16]([O:20][C:21]([NH:23][C@H:24]1[CH2:29][CH2:28][CH2:27][N:26]([S:12]([C:10]2[C:11]3[C:2]([CH3:1])=[CH:3][N:4]=[CH:5][C:6]=3[CH:7]=[CH:8][CH:9]=2)(=[O:14])=[O:13])[CH2:25]1)=[O:22])([CH3:19])([CH3:17])[CH3:18].[NH2:23][C@H:24]1[CH2:29][CH2:28][CH2:27][N:26]([S:12]([C:10]2[C:11]3[C:2]([CH3:1])=[CH:3][N:4]=[CH:5][C:6]=3[CH:7]=[CH:8][CH:9]=2)(=[O:14])=[O:13])[CH2:25]1.[ClH:15], predict the reactants needed to synthesize it. The reactants are: [CH3:1][C:2]1[C:11]2[C:10]([S:12]([Cl:15])(=[O:14])=[O:13])=[CH:9][CH:8]=[CH:7][C:6]=2[CH:5]=[N:4][CH:3]=1.[C:16]([O:20][C:21]([NH:23][C@H:24]1[CH2:29][CH2:28][CH2:27][NH:26][CH2:25]1)=[O:22])([CH3:19])([CH3:18])[CH3:17]. (3) Given the product [NH:24]1[CH:25]=[CH:29][N:27]=[C:26]1[CH2:48][NH:47][C:18]([C:15]1([CH2:21][OH:22])[CH2:14][CH2:13][N:12]([C:10](=[O:11])[CH2:9][NH:8][C:6](=[O:7])[O:5][C:1]([CH3:4])([CH3:3])[CH3:2])[CH2:17][CH2:16]1)=[O:20], predict the reactants needed to synthesize it. The reactants are: [C:1]([O:5][C:6]([NH:8][CH2:9][C:10]([N:12]1[CH2:17][CH2:16][C:15]([CH2:21][OH:22])([C:18]([OH:20])=O)[CH2:14][CH2:13]1)=[O:11])=[O:7])([CH3:4])([CH3:3])[CH3:2].C[N:24]([C:26](ON1N=NC2C=CC=CC1=2)=[N+:27]([CH3:29])C)[CH3:25].F[P-](F)(F)(F)(F)F.[NH:47]1C=CN=[C:48]1NC.CCN(C(C)C)C(C)C. (4) The reactants are: [F:1][C:2]1([F:17])[CH2:5][CH:4]([O:6][C:7]2[CH:8]=[C:9]([CH2:13][C:14]([OH:16])=O)[CH:10]=[N:11][CH:12]=2)[CH2:3]1.CN(C(ON1N=NC2C=CC=NC1=2)=[N+](C)C)C.F[P-](F)(F)(F)(F)F.CCN(C(C)C)C(C)C.[F:51][C:52]([F:57])([F:56])[C:53]([OH:55])=[O:54].[NH2:58][C:59]1[N:64]=[N:63][C:62]([CH2:65][CH2:66][CH:67]([F:78])[CH2:68][N:69]2[CH:73]=[C:72]([C:74]([NH:76][CH3:77])=[O:75])[N:71]=[N:70]2)=[CH:61][CH:60]=1. Given the product [F:51][C:52]([F:57])([F:56])[C:53]([OH:55])=[O:54].[F:17][C:2]1([F:1])[CH2:3][CH:4]([O:6][C:7]2[CH:8]=[C:9]([CH2:13][C:14]([NH:58][C:59]3[N:64]=[N:63][C:62]([CH2:65][CH2:66][CH:67]([F:78])[CH2:68][N:69]4[CH:73]=[C:72]([C:74]([NH:76][CH3:77])=[O:75])[N:71]=[N:70]4)=[CH:61][CH:60]=3)=[O:16])[CH:10]=[N:11][CH:12]=2)[CH2:5]1, predict the reactants needed to synthesize it. (5) Given the product [F:1][C:2]([F:7])([F:6])[C:3]([OH:5])=[O:4].[F:8][C:9]([F:14])([F:13])[C:10]([OH:12])=[O:11].[F:15][C:16]([F:21])([F:20])[C:17]([OH:19])=[O:18].[CH2:56]([N:53]1[CH2:54][CH2:55][N:50]([C:41]2([C:38]3[CH:37]=[CH:36][C:35]([O:34][CH2:33][C:31]4[C:30]5[C:25](=[CH:26][CH:27]=[CH:28][CH:29]=5)[N:24]=[C:23]([CH3:22])[CH:32]=4)=[CH:40][CH:39]=3)[C:46](=[O:47])[NH:45][C:44](=[O:48])[NH:43][C:42]2=[O:49])[CH2:51][CH2:52]1)[C:57]1[CH:62]=[CH:61][CH:60]=[CH:59][CH:58]=1, predict the reactants needed to synthesize it. The reactants are: [F:1][C:2]([F:7])([F:6])[C:3]([OH:5])=[O:4].[F:8][C:9]([F:14])([F:13])[C:10]([OH:12])=[O:11].[F:15][C:16]([F:21])([F:20])[C:17]([OH:19])=[O:18].[CH3:22][C:23]1[CH:32]=[C:31]([CH2:33][O:34][C:35]2[CH:40]=[CH:39][C:38]([C:41]3([N:50]4[CH2:55][CH2:54][NH:53][CH2:52][CH2:51]4)[C:46](=[O:47])[NH:45][C:44](=[O:48])[NH:43][C:42]3=[O:49])=[CH:37][CH:36]=2)[C:30]2[C:25](=[CH:26][CH:27]=[CH:28][CH:29]=2)[N:24]=1.[CH:56](=O)[C:57]1[CH:62]=[CH:61][CH:60]=[CH:59][CH:58]=1.